This data is from Forward reaction prediction with 1.9M reactions from USPTO patents (1976-2016). The task is: Predict the product of the given reaction. (1) Given the reactants [Si]([O:8][CH2:9][C@@H:10]([N:15]1[C:24]2[C:19](=[CH:20][C:21](I)=[C:22]([F:25])[CH:23]=2)[C:18](=[O:27])[C:17]([C:28]([O:30]CC)=[O:29])=[CH:16]1)[C:11]([CH3:14])([CH3:13])[CH3:12])(C(C)(C)C)(C)C.[F:33][C:34]1[CH:39]=[CH:38][C:37]([CH2:40][NH2:41])=[CH:36][CH:35]=1.C1C=CC(P(C2C(C3C(P(C4C=CC=CC=4)C4C=CC=CC=4)=CC=C4C=3C=CC=C4)=C3C(C=CC=C3)=CC=2)C2C=CC=CC=2)=CC=1.C([O-])([O-])=O.[Cs+].[Cs+], predict the reaction product. The product is: [F:25][C:22]1[CH:23]=[C:24]2[C:19]([C:18](=[O:27])[C:17]([C:28]([OH:30])=[O:29])=[CH:16][N:15]2[C@@H:10]([C:11]([CH3:12])([CH3:14])[CH3:13])[CH2:9][OH:8])=[CH:20][C:21]=1[NH:41][CH2:40][C:37]1[CH:38]=[CH:39][C:34]([F:33])=[CH:35][CH:36]=1. (2) Given the reactants [CH3:1][CH:2]1[NH:7][CH:6]([CH3:8])[CH2:5][N:4]([C:9](=[O:23])[CH2:10][CH2:11][C:12]2[C:20]3[CH2:19][CH2:18][CH2:17][CH2:16][C:15]=3[NH:14][C:13]=2[CH:21]=O)[CH2:3]1.[CH2:24]([S:26]([C:29]1[CH:30]=[C:31]2[C:35](=[CH:36][CH:37]=1)[NH:34][C:33](=[O:38])[CH2:32]2)(=[O:28])=[O:27])[CH3:25], predict the reaction product. The product is: [CH3:1][CH:2]1[NH:7][CH:6]([CH3:8])[CH2:5][N:4]([C:9](=[O:23])[CH2:10][CH2:11][C:12]2[C:20]3[CH2:19][CH2:18][CH2:17][CH2:16][C:15]=3[NH:14][C:13]=2/[CH:21]=[C:32]2\[C:33](=[O:38])[NH:34][C:35]3[C:31]\2=[CH:30][C:29]([S:26]([CH2:24][CH3:25])(=[O:27])=[O:28])=[CH:37][CH:36]=3)[CH2:3]1. (3) Given the reactants [CH3:1][N:2]([CH3:20])[C:3]1([C:18]#N)[CH2:8][CH2:7][CH:6]([CH2:9][O:10][CH2:11][C:12]#[C:13][C:14]([CH3:17])([CH3:16])[CH3:15])[CH2:5][CH2:4]1.[C:21]1([Mg]Cl)[CH:26]=[CH:25]C=[CH:23][CH:22]=1.[Cl-].[NH4+].O, predict the reaction product. The product is: [CH3:15][C:14]([CH3:17])([CH3:16])[C:13]#[C:12][CH2:11][O:10][CH2:9][CH:6]1[CH2:7][CH2:8][C:3]([C:18]2[CH:25]=[CH:26][CH:21]=[CH:22][CH:23]=2)([N:2]([CH3:20])[CH3:1])[CH2:4][CH2:5]1.